Predict the reactants needed to synthesize the given product. From a dataset of Full USPTO retrosynthesis dataset with 1.9M reactions from patents (1976-2016). Given the product [C:20]([C:17]1[CH:18]=[CH:19][C:14]([CH2:13][NH:12][C:10](=[O:11])[CH:9]([C:5]2[C:6]([F:8])=[CH:7][C:2]([C:28]3[CH:29]=[CH:30][CH:31]=[CH:32][C:27]=3[OH:26])=[CH:3][C:4]=2[F:25])[O:22][CH2:23][CH3:24])=[CH:15][CH:16]=1)#[N:21], predict the reactants needed to synthesize it. The reactants are: Br[C:2]1[CH:7]=[C:6]([F:8])[C:5]([CH:9]([O:22][CH2:23][CH3:24])[C:10]([NH:12][CH2:13][C:14]2[CH:19]=[CH:18][C:17]([C:20]#[N:21])=[CH:16][CH:15]=2)=[O:11])=[C:4]([F:25])[CH:3]=1.[OH:26][C:27]1[CH:32]=[CH:31][CH:30]=[CH:29][C:28]=1B(O)O.